This data is from Drug-target binding data from BindingDB using Ki measurements. The task is: Regression. Given a target protein amino acid sequence and a drug SMILES string, predict the binding affinity score between them. We predict pKi (pKi = -log10(Ki in M); higher means stronger inhibition). Dataset: bindingdb_ki. (1) The small molecule is Cc1cn([C@H]2C[C@H](O)[C@@H](CNC(=O)Nc3ccc(Br)cc3)O2)c(=O)[nH]c1=O. The target protein sequence is MTDDKKKGKFIVFEGLDRSGKSTQSKLLVEYLKNNNVEVKHLYFPNRETGIGQIISKYLKMENSMSNETIHLLFSANRWEHMNEIKSLLLKGIWVVCDRYAYSGVAYSSGALNLNKTWCMNPDQGLIKPDVVFYLNVPPNYAQNRSDYGEEIYEKVETQKKIYETYKHFAHEDYWINIDATRKIEDIHNDIVKEVTKIKVEPEEFNFLWS. The pKi is 4.8. (2) The compound is CN(C)C[C@@H]1CCn2cc(c3ccccc32)C2=C(C(=O)NC2=O)c2cn(c3ccccc23)CCO1. The target protein (Q15349) has sequence MDLSMKKFAVRRFFSVYLRRKSRSKSSSLSRLEEEGVVKEIDISHHVKEGFEKADPSQFELLKVLGQGSYGKVFLVRKVKGSDAGQLYAMKVLKKATLKVRDRVRSKMERDILAEVNHPFIVKLHYAFQTEGKLYLILDFLRGGDLFTRLSKEVMFTEEDVKFYLAELALALDHLHSLGIIYRDLKPENILLDEEGHIKITDFGLSKEAIDHDKRAYSFCGTIEYMAPEVVNRRGHTQSADWWSFGVLMFEMLTGSLPFQGKDRKETMALILKAKLGMPQFLSGEAQSLLRALFKRNPCNRLGAGIDGVEEIKRHPFFVTIDWNTLYRKEIKPPFKPAVGRPEDTFHFDPEFTARTPTDSPGVPPSANAHHLFRGFSFVASSLIQEPSQQDLHKVPVHPIVQQLHGNNIHFTDGYEIKEDIGVGSYSVCKRCVHKATDTEYAVKIIDKSKRDPSEEIEILLRYGQHPNIITLKDVYDDGKFVYLVMELMRGGELLDRILR.... The pKi is 3.5. (3) The drug is N=C(N)c1ccc2cc(C(=O)Nc3ccccc3)ccc2c1. The target protein (P00761) has sequence FPTDDDDKIVGGYTCAANSIPYQVSLNSGSHFCGGSLINSQWVVSAAHCYKSRIQVRLGEHNIDVLEGNEQFINAAKIITHPNFNGNTLDNDIMLIKLSSPATLNSRVATVSLPRSCAAAGTECLISGWGNTKSSGSSYPSLLQCLKAPVLSDSSCKSSYPGQITGNMICVGFLEGGKDSCQGDSGGPVVCNGQLQGIVSWGYGCAQKNKPGVYTKVCNYVNWIQQTIAAN. The pKi is 6.5. (4) The small molecule is C[C@H](CCC(N)=[N+](C)C)C1CC[C@@]2(C)C3=C(CC[C@]12C)[C@@]1(C)CC[C@H](O)C(C)(C)C1CC3. The target protein (Q9Z2Z8) has sequence MASKSQHNASKAKNHNVKAESQGQWGRAWEVDWFSLVSVIFLLLFAPFIVYYFIMACDQYSCSLTAPILDVATGRASLADIWAKTPPVTAKAAQLYALWVSFQVLLYSWLPDFCHRFLPGYVGGVQEGAITPAGIVNKYEVNGLQAWLITHFLWFVNAYLLSWFSPTIIFDNWIPLLWCANILGYAVSTFAMIKGYLFPTSAEDCKFTGNFFYNYMMGIEFNPRIGKWFDFKLFFNGRPGIVAWTLINLSFAAKQQELYGHVTNSMILVNVLQAIYVLDFFWNETWYLKTIDICHDHFGWYLGWGDCVWLPYLYTLQGLYLVYHPVQLSTPNALGVLLLGLVGYYIFRMTNHQKDLFRRTDGHCLIWGKKPKAIECSYTSADGLKHRSKLLVSGFWGVARHFNYTGDLMGSLAYCLACGGGHLLPYFYIIYMTILLTHRCLRDEHRCANKYGRDWERYVAAVPYRLLPGIF. The pKi is 7.9. (5) The drug is O=C(COP(=O)(O)O)NS(=O)(=O)c1ccccc1. The target protein (P0AB71) has sequence MSKIFDFVKPGVITGDDVQKVFQVAKENNFALPAVNCVGTDSINAVLETAAKVKAPVIVQFSNGGASFIAGKGVKSDVPQGAAILGAISGAHHVHQMAEHYGVPVILHTDHCAKKLLPWIDGLLDAGEKHFAATGKPLFSSHMIDLSEESLQENIEICSKYLERMSKIGMTLEIELGCTGGEEDGVDNSHMDASALYTQPEDVDYAYTELSKISPRFTIAASFGNVHGVYKPGNVVLTPTILRDSQEYVSKKHNLPHNSLNFVFHGGSGSTAQEIKDSVSYGVVKMNIDTDTQWATWEGVLNYYKANEAYLQGQLGNPKGEDQPNKKYYDPRVWLRAGQTSMIARLEKAFQELNAIDVL. The pKi is 4.0. (6) The small molecule is O=c1oc2c(c(O)c1C(c1ccccc1)C1CC1)CCCCCC2. The pKi is 7.8. The target protein sequence is PQITLWQRPLVTIKIGGQLKEALLDTGADDTVLEEMNLPGRWKPKMIGGIGGFIKVRQYDQILIEICGHKAIGTVLVGPTPVNIIGRNLLTQIGCTLNF. (7) The small molecule is N[C@H]1CC[C@@H](c2ccc(Cl)c(Cl)c2)c2ccccc21. The target is MLLARMKPQVQPELGGADQ. The pKi is 5.3.